Dataset: Catalyst prediction with 721,799 reactions and 888 catalyst types from USPTO. Task: Predict which catalyst facilitates the given reaction. (1) Reactant: [NH2:1][N:2]1[C:10]2[C:5](=[CH:6][CH:7]=[C:8]([C:11]([O:13][CH2:14][CH:15]=[CH2:16])=[O:12])[CH:9]=2)[CH2:4][CH2:3]1.[Cl:17][C:18]1[CH:36]=[CH:35][C:21]([CH2:22][N:23]2[C:31]3[C:26](=[CH:27][CH:28]=[CH:29][C:30]=3[C:32](O)=[O:33])[CH:25]=[CH:24]2)=[CH:20][CH:19]=1.CN(C(ON1N=NC2C=CC=NC1=2)=[N+](C)C)C.F[P-](F)(F)(F)(F)F.CCN(C(C)C)C(C)C.C(O)(=O)CC(CC(O)=O)(C(O)=O)O. Product: [Cl:17][C:18]1[CH:36]=[CH:35][C:21]([CH2:22][N:23]2[C:31]3[C:26](=[CH:27][CH:28]=[CH:29][C:30]=3[C:32]([NH:1][N:2]3[C:10]4[C:5](=[CH:6][CH:7]=[C:8]([C:11]([O:13][CH2:14][CH:15]=[CH2:16])=[O:12])[CH:9]=4)[CH2:4][CH2:3]3)=[O:33])[CH:25]=[CH:24]2)=[CH:20][CH:19]=1. The catalyst class is: 3. (2) Reactant: [C:1]([O:5][C:6]([N:8]1[CH2:12][CH2:11][CH:10]([N:13]([CH2:22][C:23]([OH:25])=O)[CH2:14][C:15]2[CH:20]=[CH:19][C:18]([Cl:21])=[CH:17][CH:16]=2)[CH2:9]1)=[O:7])([CH3:4])([CH3:3])[CH3:2].[CH3:26][CH2:27][N:28]=C=NCCCN(C)C.C1C=CC2N(O)N=NC=2C=1.CN1CCOCC1.C(N)C. Product: [C:1]([O:5][C:6]([N:8]1[CH2:12][CH2:11][CH:10]([N:13]([CH2:14][C:15]2[CH:16]=[CH:17][C:18]([Cl:21])=[CH:19][CH:20]=2)[CH2:22][C:23](=[O:25])[NH:28][CH2:27][CH3:26])[CH2:9]1)=[O:7])([CH3:3])([CH3:4])[CH3:2]. The catalyst class is: 7. (3) Reactant: Br.[NH2:2][C:3]1[N:12]=[C:6]2[CH:7]=[CH:8][C:9]([OH:11])=[CH:10][N:5]2[N:4]=1.[CH:13]1([C:16](Cl)=[O:17])[CH2:15][CH2:14]1. Product: [OH:11][C:9]1[CH:8]=[CH:7][C:6]2[N:5]([N:4]=[C:3]([NH:2][C:16]([CH:13]3[CH2:15][CH2:14]3)=[O:17])[N:12]=2)[CH:10]=1. The catalyst class is: 395.